From a dataset of Reaction yield outcomes from USPTO patents with 853,638 reactions. Predict the reaction yield, written as a fraction of the theoretical maximum amount of product (1.0 means a 100% yield; for example, 0.34 means a 34% yield). (1) The reactants are CCN(C(C)C)C(C)C.[N:10]1[CH:15]=[CH:14][CH:13]=[C:12]([N:16]2[CH:20]=[C:19]([C:21]([NH:23][CH2:24][C:25]([OH:27])=O)=[O:22])[N:18]=[N:17]2)[CH:11]=1.NC1C=NC=CC=1.C1C=CC2N(O)N=NC=2C=1.CCN=C=NCCCN(C)C.Cl.[CH3:57][C:58]1[CH:65]=[CH:64][C:61]([C:62]#[N:63])=[CH:60][C:59]=1[O:66][CH:67]1[CH2:72][CH2:71][NH:70][CH2:69][CH2:68]1.Cl.ClC1C=CC=CC=1OC1CCNCC1. The catalyst is CN(C=O)C.O. The product is [C:62]([C:61]1[CH:64]=[CH:65][C:58]([CH3:57])=[C:59]([CH:60]=1)[O:66][CH:67]1[CH2:68][CH2:69][N:70]([C:25](=[O:27])[CH2:24][NH:23][C:21]([C:19]2[N:18]=[N:17][N:16]([C:12]3[CH:11]=[N:10][CH:15]=[CH:14][CH:13]=3)[CH:20]=2)=[O:22])[CH2:71][CH2:72]1)#[N:63]. The yield is 0.492. (2) The reactants are [CH2:1]([O:8][C:9]1[CH:14]=[CH:13][N:12]=[C:11](Cl)[C:10]=1[C:16]([F:19])([F:18])[F:17])[C:2]1[CH:7]=[CH:6][CH:5]=[CH:4][CH:3]=1.O.[NH2:21][NH2:22]. The catalyst is O1CCOCC1.C(Cl)Cl. The product is [CH2:1]([O:8][C:9]1[CH:14]=[CH:13][N:12]=[C:11]([NH:21][NH2:22])[C:10]=1[C:16]([F:19])([F:18])[F:17])[C:2]1[CH:7]=[CH:6][CH:5]=[CH:4][CH:3]=1. The yield is 0.830.